Dataset: Forward reaction prediction with 1.9M reactions from USPTO patents (1976-2016). Task: Predict the product of the given reaction. (1) The product is: [O:1]1[C:5]2[C@H:6]([NH:10][C:12](=[O:13])[CH3:11])[CH2:7][CH2:8][CH2:9][C:4]=2[CH:3]=[CH:2]1. Given the reactants [O:1]1[C:5]2[CH:6]([NH2:10])[CH2:7][CH2:8][CH2:9][C:4]=2[CH:3]=[CH:2]1.[CH3:11][CH2:12][O:13]C(C)=O.O(C(C)C)C(C)C.[NH4+].[OH-], predict the reaction product. (2) The product is: [CH3:15][C:10]1([C:8]2[O:9][C:5]([CH2:4][C:16]#[N:17])=[CH:6][CH:7]=2)[O:14][CH2:13][CH2:12][O:11]1. Given the reactants N#N.Cl[CH2:4][C:5]1[O:9][C:8]([C:10]2([CH3:15])[O:14][CH2:13][CH2:12][O:11]2)=[CH:7][CH:6]=1.[C-:16]#[N:17].[Na+].O, predict the reaction product. (3) Given the reactants [C:1]([NH:9][C:10]1[S:11][CH2:12][C@@H:13]2[CH2:18][N:17](C(OC(C)(C)C)=O)[CH2:16][C@:14]2([C:26]2[S:27][CH:28]=[CH:29][CH:30]=2)[N:15]=1)(=[O:8])[C:2]1[CH:7]=[CH:6][CH:5]=[CH:4][CH:3]=1.[ClH:31], predict the reaction product. The product is: [ClH:31].[S:27]1[CH:28]=[CH:29][CH:30]=[C:26]1[C@:14]12[CH2:16][NH:17][CH2:18][C@H:13]1[CH2:12][S:11][C:10]([NH:9][C:1](=[O:8])[C:2]1[CH:3]=[CH:4][CH:5]=[CH:6][CH:7]=1)=[N:15]2. (4) Given the reactants [Cl:1][C:2]1[N:7]=[CH:6][NH:5][C:4]2=[N:8][CH:9]=[CH:10][C:3]=12.[Br:11]N1C(=O)CCC1=O.C(OCC)(=O)C.II, predict the reaction product. The product is: [Br:11][C:10]1[C:3]2[C:2]([Cl:1])=[N:7][CH:6]=[N:5][C:4]=2[NH:8][CH:9]=1. (5) Given the reactants C([S:4][CH:5]1[CH2:10][CH2:9][N:8]([C:11]([O:13][C:14]([CH3:17])([CH3:16])[CH3:15])=[O:12])[CH2:7][CH2:6]1)(=O)C.CS(OC1CCN(C(OC(C)(C)C)=O)CC1)(=O)=O, predict the reaction product. The product is: [SH:4][CH:5]1[CH2:6][CH2:7][N:8]([C:11]([O:13][C:14]([CH3:17])([CH3:16])[CH3:15])=[O:12])[CH2:9][CH2:10]1. (6) Given the reactants C[O:2][C:3](=[O:17])[C:4]1[CH:9]=[CH:8][C:7]([CH:10]2[CH2:15][CH2:14][N:13]([CH3:16])[CH2:12][CH2:11]2)=[CH:6][CH:5]=1.[ClH:18], predict the reaction product. The product is: [ClH:18].[CH3:16][N:13]1[CH2:14][CH2:15][CH:10]([C:7]2[CH:8]=[CH:9][C:4]([C:3]([OH:17])=[O:2])=[CH:5][CH:6]=2)[CH2:11][CH2:12]1. (7) Given the reactants [NH:1]1[CH2:6][CH2:5][O:4][CH2:3][CH2:2]1.C(=O)([O-])[O-].[Na+].[Na+].Cl[C:14]1[N:19]=[C:18]([O:20][C:21]2[CH:48]=[CH:47][CH:46]=[CH:45][C:22]=2[CH2:23][NH:24][C:25]([NH:27][C:28]2[N:32]([C:33]3[CH:38]=[CH:37][CH:36]=[C:35]([O:39][CH3:40])[CH:34]=3)[N:31]=[C:30]([C:41]([CH3:44])([CH3:43])[CH3:42])[CH:29]=2)=[O:26])[CH:17]=[CH:16][N:15]=1, predict the reaction product. The product is: [O:4]1[CH2:5][CH2:6][N:1]([C:14]2[N:19]=[C:18]([O:20][C:21]3[CH:48]=[CH:47][CH:46]=[CH:45][C:22]=3[CH2:23][NH:24][C:25]([NH:27][C:28]3[N:32]([C:33]4[CH:38]=[CH:37][CH:36]=[C:35]([O:39][CH3:40])[CH:34]=4)[N:31]=[C:30]([C:41]([CH3:42])([CH3:43])[CH3:44])[CH:29]=3)=[O:26])[CH:17]=[CH:16][N:15]=2)[CH2:2][CH2:3]1.